This data is from Forward reaction prediction with 1.9M reactions from USPTO patents (1976-2016). The task is: Predict the product of the given reaction. (1) Given the reactants [C:1](Cl)(=[O:9])[O:2][C:3]1[CH:8]=[CH:7][CH:6]=[CH:5][CH:4]=1.[N+:11]([C:14]1[CH:15]=[C:16]([C:20]2[N:21]=[CH:22][NH:23][CH:24]=2)[CH:17]=[CH:18][CH:19]=1)([O-:13])=[O:12].N1C=CC=CC=1.O, predict the reaction product. The product is: [N+:11]([C:14]1[CH:15]=[C:16]([C:20]2[N:21]=[CH:22][N:23]([C:1]([O:2][C:3]3[CH:8]=[CH:7][CH:6]=[CH:5][CH:4]=3)=[O:9])[CH:24]=2)[CH:17]=[CH:18][CH:19]=1)([O-:13])=[O:12]. (2) Given the reactants [C:1]1([CH2:7][SH:8])[CH:6]=[CH:5][CH:4]=[CH:3][CH:2]=1.C(=O)([O-])[O-].[K+].[K+].F[C:16]1[CH:23]=[CH:22][CH:21]=[CH:20][C:17]=1[CH:18]=[O:19], predict the reaction product. The product is: [CH2:7]([S:8][C:16]1[CH:23]=[CH:22][CH:21]=[CH:20][C:17]=1[CH:18]=[O:19])[C:1]1[CH:6]=[CH:5][CH:4]=[CH:3][CH:2]=1.